From a dataset of TCR-epitope binding with 47,182 pairs between 192 epitopes and 23,139 TCRs. Binary Classification. Given a T-cell receptor sequence (or CDR3 region) and an epitope sequence, predict whether binding occurs between them. (1) The epitope is RQLLFVVEV. The TCR CDR3 sequence is CASSFARAGDKNIQYF. Result: 1 (the TCR binds to the epitope). (2) The epitope is LPRRSGAAGA. The TCR CDR3 sequence is CASSPGLAGNEQFF. Result: 0 (the TCR does not bind to the epitope). (3) The epitope is YVLDHLIVV. The TCR CDR3 sequence is CASSLELVSSTDTQYF. Result: 0 (the TCR does not bind to the epitope). (4) The epitope is KPLEFGATSAAL. The TCR CDR3 sequence is CATSDIRDPEAEQFF. Result: 1 (the TCR binds to the epitope).